This data is from Full USPTO retrosynthesis dataset with 1.9M reactions from patents (1976-2016). The task is: Predict the reactants needed to synthesize the given product. Given the product [Cl:2][C:3]1[CH:4]=[C:5]([N:9]2[C:13]([CH2:14][NH:15][C:39]([NH:38][C:35]3[CH:36]=[N:37][C:32]([N:31]([CH2:30][CH2:29][O:28][CH3:27])[CH3:48])=[CH:33][CH:34]=3)=[O:40])=[CH:12][C:11]([C:16]([F:17])([F:18])[F:19])=[N:10]2)[CH:6]=[CH:7][CH:8]=1, predict the reactants needed to synthesize it. The reactants are: Cl.[Cl:2][C:3]1[CH:4]=[C:5]([N:9]2[C:13]([CH2:14][NH2:15])=[CH:12][C:11]([C:16]([F:19])([F:18])[F:17])=[N:10]2)[CH:6]=[CH:7][CH:8]=1.C(N(CC)CC)C.[CH3:27][O:28][CH2:29][CH2:30][N:31]([CH3:48])[C:32]1[N:37]=[CH:36][C:35]([NH:38][C:39](=O)[O:40]C2C=CC=CC=2)=[CH:34][CH:33]=1.